This data is from Full USPTO retrosynthesis dataset with 1.9M reactions from patents (1976-2016). The task is: Predict the reactants needed to synthesize the given product. (1) Given the product [Cl:1][C:2]1[CH:7]=[C:6]([C:8]([F:9])([F:11])[F:10])[CH:5]=[C:4]([Cl:12])[C:3]=1[NH:13][N:14]=[CH:18][C:17]1[CH:20]=[CH:21][C:22]([OH:24])=[CH:23][C:16]=1[OH:15], predict the reactants needed to synthesize it. The reactants are: [Cl:1][C:2]1[CH:7]=[C:6]([C:8]([F:11])([F:10])[F:9])[CH:5]=[C:4]([Cl:12])[C:3]=1[NH:13][NH2:14].[OH:15][C:16]1[CH:23]=[C:22]([OH:24])[CH:21]=[CH:20][C:17]=1[CH:18]=O. (2) Given the product [C:21]1([C:13]2[NH:12][C:11]3[C:10]([CH:14]=2)=[CH:9][C:4]([C:5]([O:7][CH3:8])=[O:6])=[CH:3][CH:2]=3)[CH:26]=[CH:25][CH:24]=[CH:23][CH:22]=1, predict the reactants needed to synthesize it. The reactants are: I[C:2]1[CH:3]=[C:4]([CH:9]=[CH:10][C:11]=1[NH:12][C:13](=O)[C:14](F)(F)F)[C:5]([O:7][CH3:8])=[O:6].C([C:21]1[CH:26]=[CH:25][CH:24]=[CH:23][CH:22]=1)#C.CN(C)C(N(C)C)=N. (3) Given the product [C:10]([O:14][C:15]([N:17]1[CH2:22][CH2:21][CH:20]([CH2:23][CH2:24][CH2:25][O:26][C:2]2[CH:7]=[CH:6][C:5]([C:8]#[N:9])=[CH:4][N:3]=2)[CH2:19][CH2:18]1)=[O:16])([CH3:13])([CH3:12])[CH3:11], predict the reactants needed to synthesize it. The reactants are: Cl[C:2]1[CH:7]=[CH:6][C:5]([C:8]#[N:9])=[CH:4][N:3]=1.[C:10]([O:14][C:15]([N:17]1[CH2:22][CH2:21][CH:20]([CH2:23][CH2:24][CH2:25][OH:26])[CH2:19][CH2:18]1)=[O:16])([CH3:13])([CH3:12])[CH3:11]. (4) The reactants are: [CH2:1]1[O:7][P:5]([OH:8])(=[O:6])[CH2:4][O:3][C@H:2]1[CH2:9][N:10]1[C:15](=[O:16])[N:14]=[C:13]([NH2:17])[CH:12]=[CH:11]1.C1(NC(N2CCOCC2)=NC2CCCCC2)CCCCC1.Br[CH2:40][CH2:41][CH2:42][O:43][CH2:44][CH2:45][CH2:46][CH2:47][CH2:48][CH2:49][CH2:50][CH2:51][CH2:52][CH2:53][CH2:54][CH2:55][CH2:56][CH2:57][CH2:58][CH3:59]. Given the product [CH3:59][CH2:58][CH2:57][CH2:56][CH2:55][CH2:54][CH2:53][CH2:52][CH2:51][CH2:50][CH2:49][CH2:48][CH2:47][CH2:46][CH2:45][CH2:44][O:43][CH2:42][CH2:41][CH2:40][O:6][P:5]1([O:7][CH2:1][C@H:2]([CH2:9][N:10]2[C:15](=[O:16])[N:14]=[C:13]([NH2:17])[CH:12]=[CH:11]2)[O:3][CH2:4]1)=[O:8], predict the reactants needed to synthesize it. (5) Given the product [Br:1][C:2]1[CH:7]=[CH:6][C:5]([NH:15][CH:12]([CH3:14])[CH3:13])=[C:4]([N+:9]([O-:11])=[O:10])[CH:3]=1, predict the reactants needed to synthesize it. The reactants are: [Br:1][C:2]1[CH:7]=[CH:6][C:5](F)=[C:4]([N+:9]([O-:11])=[O:10])[CH:3]=1.[CH:12]([NH2:15])([CH3:14])[CH3:13].CO.